This data is from Reaction yield outcomes from USPTO patents with 853,638 reactions. The task is: Predict the reaction yield, written as a fraction of the theoretical maximum amount of product (1.0 means a 100% yield; for example, 0.34 means a 34% yield). (1) The reactants are [CH3:1]/[C:2](=[CH:6]\[CH2:7][CH2:8][CH3:9])/[C:3](O)=[O:4].C(N(CC)CC)C.C(Cl)(=O)C(C)(C)C.[Cl-].[Li+].[C:26]1([C@H:32]2[C@@H:36]([C:37]3[CH:42]=[CH:41][CH:40]=[CH:39][CH:38]=3)[O:35][C:34](=[O:43])[NH:33]2)[CH:31]=[CH:30][CH:29]=[CH:28][CH:27]=1. The catalyst is C1COCC1. The product is [CH3:1]/[C:2](=[CH:6]\[CH2:7][CH2:8][CH3:9])/[C:3]([N:33]1[C@@H:32]([C:26]2[CH:27]=[CH:28][CH:29]=[CH:30][CH:31]=2)[C@@H:36]([C:37]2[CH:38]=[CH:39][CH:40]=[CH:41][CH:42]=2)[O:35][C:34]1=[O:43])=[O:4]. The yield is 0.640. (2) The reactants are [Cl:1][C:2]1[CH:7]=[C:6]([NH:8][C:9]2[CH:14]=[CH:13][CH:12]=[C:11]([N+:15]([O-:17])=[O:16])[CH:10]=2)[CH:5]=[CH:4][N:3]=1.CCN([CH2:23][CH3:24])CC.[O:25](C(OC(C)(C)C)=O)[C:26]([O:28][C:29](C)(C)[CH3:30])=O. The catalyst is C1COCC1.CN(C1C=CN=CC=1)C. The product is [Cl:1][C:2]1[CH:7]=[C:6]([N:8]([C:9]2[CH:14]=[CH:13][CH:12]=[C:11]([N+:15]([O-:17])=[O:16])[CH:10]=2)[C:26](=[O:25])[O:28][CH2:29][CH2:30][CH2:23][CH3:24])[CH:5]=[CH:4][N:3]=1. The yield is 0.965.